From a dataset of NCI-60 drug combinations with 297,098 pairs across 59 cell lines. Regression. Given two drug SMILES strings and cell line genomic features, predict the synergy score measuring deviation from expected non-interaction effect. (1) Drug 1: CC1=CC2C(CCC3(C2CCC3(C(=O)C)OC(=O)C)C)C4(C1=CC(=O)CC4)C. Drug 2: C1=NC2=C(N=C(N=C2N1C3C(C(C(O3)CO)O)O)F)N. Cell line: TK-10. Synergy scores: CSS=-2.60, Synergy_ZIP=0.00214, Synergy_Bliss=-5.87, Synergy_Loewe=-16.8, Synergy_HSA=-10.2. (2) Drug 1: C1=CC(=CC=C1CCC2=CNC3=C2C(=O)NC(=N3)N)C(=O)NC(CCC(=O)O)C(=O)O. Drug 2: CC1C(C(=O)NC(C(=O)N2CCCC2C(=O)N(CC(=O)N(C(C(=O)O1)C(C)C)C)C)C(C)C)NC(=O)C3=C4C(=C(C=C3)C)OC5=C(C(=O)C(=C(C5=N4)C(=O)NC6C(OC(=O)C(N(C(=O)CN(C(=O)C7CCCN7C(=O)C(NC6=O)C(C)C)C)C)C(C)C)C)N)C. Cell line: HT29. Synergy scores: CSS=35.5, Synergy_ZIP=0.666, Synergy_Bliss=0.626, Synergy_Loewe=-0.376, Synergy_HSA=0.783.